Dataset: Full USPTO retrosynthesis dataset with 1.9M reactions from patents (1976-2016). Task: Predict the reactants needed to synthesize the given product. (1) Given the product [F:1][C:2]1[CH:31]=[CH:30][CH:29]=[CH:28][C:3]=1[CH2:4][N:5]1[C:13]2[C:8](=[CH:9][CH:10]=[CH:11][CH:12]=2)[C:7]([C:14]2[N:15]=[CH:16][C:17]3[O:27][CH2:33][CH:34]([CH2:35][OH:36])[N:20]([C:21]4[CH:26]=[CH:25][N:24]=[CH:23][CH:22]=4)[C:18]=3[N:19]=2)=[N:6]1, predict the reactants needed to synthesize it. The reactants are: [F:1][C:2]1[CH:31]=[CH:30][CH:29]=[CH:28][C:3]=1[CH2:4][N:5]1[C:13]2[C:8](=[CH:9][CH:10]=[CH:11][CH:12]=2)[C:7]([C:14]2[N:19]=[C:18]([NH:20][C:21]3[CH:26]=[CH:25][N:24]=[CH:23][CH:22]=3)[C:17]([OH:27])=[CH:16][N:15]=2)=[N:6]1.Br[CH2:33][CH:34](O)[CH2:35][OH:36].C(=O)([O-])[O-].[K+].[K+]. (2) Given the product [O:10]([C:8]1[C:7]2[CH:11]=[CH:12][CH:13]=[CH:14][C:6]=2[O:5][CH:4]=1)[C:15]([CH3:16])=[O:17], predict the reactants needed to synthesize it. The reactants are: C([CH2:4][O:5][C:6]1[CH:14]=[CH:13][CH:12]=[CH:11][C:7]=1[C:8]([OH:10])=O)(O)=O.[C:15]([O-])(=[O:17])[CH3:16].[Na+].O.